The task is: Predict which catalyst facilitates the given reaction.. This data is from Catalyst prediction with 721,799 reactions and 888 catalyst types from USPTO. Reactant: C(OC([NH:8][C@H:9]([C:30]([O:32][CH3:33])=[O:31])[CH2:10][C:11]1[CH:16]=[CH:15][C:14]([CH2:17][CH2:18][CH2:19][C:20]2[CH:21]=[CH:22][C:23]3[O:24][CH2:25][CH2:26][NH:27][C:28]=3[N:29]=2)=[CH:13][CH:12]=1)=O)(C)(C)C.C(O)(C(F)(F)F)=O. Product: [O:24]1[CH2:25][CH2:26][NH:27][C:28]2[N:29]=[C:20]([CH2:19][CH2:18][CH2:17][C:14]3[CH:13]=[CH:12][C:11]([CH2:10][C@@H:9]([C:30]([O:32][CH3:33])=[O:31])[NH2:8])=[CH:16][CH:15]=3)[CH:21]=[CH:22][C:23]1=2. The catalyst class is: 2.